This data is from Full USPTO retrosynthesis dataset with 1.9M reactions from patents (1976-2016). The task is: Predict the reactants needed to synthesize the given product. (1) Given the product [C:13]([O:17][C:23](=[O:32])[NH:20][C@@H:8]1[CH2:9][C@H:7]1[C:5]1[N:6]=[C:2]([Br:1])[S:3][CH:4]=1)([CH3:16])([CH3:15])[CH3:14], predict the reactants needed to synthesize it. The reactants are: [Br:1][C:2]1[S:3][CH:4]=[C:5]([C@@H:7]2[CH2:9][C@H:8]2C(O)=O)[N:6]=1.[C:13]([OH:17])([CH3:16])([CH3:15])[CH3:14].C([N:20]([CH2:23]C)CC)C.C1(P(N=[N+]=[N-])(C2C=CC=CC=2)=[O:32])C=CC=CC=1. (2) Given the product [CH3:31][O:30][C:27]1[CH:28]=[CH:29][C:24]([CH2:23][CH2:22][N:12]2[CH2:13][CH2:14][CH:9]([C:7]([C:15]3[CH:20]=[CH:19][CH:18]=[CH:17][CH:16]=3)([C:1]3[CH:2]=[CH:3][CH:4]=[CH:5][CH:6]=3)[OH:8])[CH2:10][CH2:11]2)=[CH:25][CH:26]=1, predict the reactants needed to synthesize it. The reactants are: [C:1]1([C:7]([C:15]2[CH:20]=[CH:19][CH:18]=[CH:17][CH:16]=2)([CH:9]2[CH2:14][CH2:13][NH:12][CH2:11][CH2:10]2)[OH:8])[CH:6]=[CH:5][CH:4]=[CH:3][CH:2]=1.Br[CH2:22][CH2:23][C:24]1[CH:29]=[CH:28][C:27]([O:30][CH3:31])=[CH:26][CH:25]=1. (3) Given the product [Br:1][C:2]1[CH:3]=[C:4]([NH:5]/[C:16](=[N:17]/[C:18]#[N:19])/[O:15][C:12]2[CH:13]=[CH:14][CH:9]=[CH:10][CH:11]=2)[CH:6]=[CH:7][CH:8]=1, predict the reactants needed to synthesize it. The reactants are: [Br:1][C:2]1[CH:3]=[C:4]([CH:6]=[CH:7][CH:8]=1)[NH2:5].[CH:9]1[CH:14]=[CH:13][C:12]([O:15][C:16](OC2C=CC=CC=2)=[N:17][C:18]#[N:19])=[CH:11][CH:10]=1.